Task: Predict the reaction yield, written as a fraction of the theoretical maximum amount of product (1.0 means a 100% yield; for example, 0.34 means a 34% yield).. Dataset: Reaction yield outcomes from USPTO patents with 853,638 reactions (1) The reactants are [CH3:1][O:2][C:3]1[CH:8]=[CH:7][C:6]([C:9]2([C:12]([OH:14])=O)[CH2:11][CH2:10]2)=[CH:5][CH:4]=1.[C:15]1([C:21]2[N:22]=[C:23]([NH2:26])[S:24][CH:25]=2)[CH:20]=[CH:19][CH:18]=[CH:17][CH:16]=1.C(N(CC)CC)C.F[P-](F)(F)(F)(F)F.N1(O[P+](N(C)C)(N(C)C)N(C)C)C2C=CC=CC=2N=N1. The catalyst is C(#N)C. The product is [C:15]1([C:21]2[N:22]=[C:23]([NH:26][C:12]([C:9]3([C:6]4[CH:5]=[CH:4][C:3]([O:2][CH3:1])=[CH:8][CH:7]=4)[CH2:10][CH2:11]3)=[O:14])[S:24][CH:25]=2)[CH:16]=[CH:17][CH:18]=[CH:19][CH:20]=1. The yield is 0.475. (2) The reactants are [C:1]([C:5]1[CH:10]=[C:9](Br)[C:8]([N+:12]([O-:14])=[O:13])=[CH:7][C:6]=1[O:15][CH3:16])([CH3:4])([CH3:3])[CH3:2].[F-:17].[K+].[K+].[Br-].Cl[C:22]([F:28])([F:27])C(OC)=O. The catalyst is CN(C=O)C.O.[Cu]I. The product is [C:1]([C:5]1[CH:10]=[C:9]([C:22]([F:28])([F:17])[F:27])[C:8]([N+:12]([O-:14])=[O:13])=[CH:7][C:6]=1[O:15][CH3:16])([CH3:4])([CH3:3])[CH3:2]. The yield is 0.610. (3) The reactants are C([O-])([O-])=O.[K+].[K+].[NH:7]1[CH2:12][CH2:11][O:10][CH2:9][CH2:8]1.[C:13]([O:17][C:18]([N:20]1[CH2:25][C@H:24]([CH2:26]Cl)[N:23]([CH2:28][C:29]2[CH:34]=[CH:33][CH:32]=[CH:31][CH:30]=2)[CH2:22][C@H:21]1[CH3:35])=[O:19])([CH3:16])([CH3:15])[CH3:14]. The catalyst is C(#N)C. The product is [C:13]([O:17][C:18]([N:20]1[CH2:25][C@H:24]([CH2:26][N:7]2[CH2:12][CH2:11][O:10][CH2:9][CH2:8]2)[N:23]([CH2:28][C:29]2[CH:30]=[CH:31][CH:32]=[CH:33][CH:34]=2)[CH2:22][C@H:21]1[CH3:35])=[O:19])([CH3:14])([CH3:15])[CH3:16]. The yield is 0.770.